This data is from Reaction yield outcomes from USPTO patents with 853,638 reactions. The task is: Predict the reaction yield, written as a fraction of the theoretical maximum amount of product (1.0 means a 100% yield; for example, 0.34 means a 34% yield). (1) The reactants are [H-].[Na+].[F:3][C:4]([F:18])([F:17])[C:5]1[CH:10]=[CH:9][CH:8]=[CH:7][C:6]=1[CH:11]([OH:16])[C:12]([F:15])([F:14])[F:13].[NH2:19][C:20]1[N:25]=[C:24](Cl)[CH:23]=[C:22]([Cl:27])[N:21]=1.O. The catalyst is C1COCC1.C(OCC)(=O)C. The product is [Cl:27][C:22]1[CH:23]=[C:24]([O:16][CH:11]([C:6]2[CH:7]=[CH:8][CH:9]=[CH:10][C:5]=2[C:4]([F:17])([F:18])[F:3])[C:12]([F:13])([F:14])[F:15])[N:25]=[C:20]([NH2:19])[N:21]=1. The yield is 0.710. (2) The reactants are CC1(C)C(C)(C)OB([C:9]2[CH:15]=[CH:14][CH:13]=[CH:12][C:10]=2[NH2:11])O1.Br[C:18]1[C:23]([Cl:24])=[CH:22][C:21]([C:25]([F:28])([F:27])[F:26])=[CH:20][N:19]=1.C(=O)([O-])[O-].[Na+].[Na+].O. The catalyst is CS(C)=O. The product is [Cl:24][C:23]1[C:18]([C:9]2[CH:15]=[CH:14][CH:13]=[CH:12][C:10]=2[NH2:11])=[N:19][CH:20]=[C:21]([C:25]([F:27])([F:26])[F:28])[CH:22]=1. The yield is 0.950. (3) The reactants are CCCCCC.C([Li])CCC.[Br:12][C:13]1[CH:18]=[CH:17][C:16](I)=[C:15]([O:20][C:21]([F:24])([F:23])[F:22])[CH:14]=1.C(O)(=O)C[C:27](CC(O)=O)(C(O)=O)[OH:28]. The catalyst is C1COCC1.CN(C=O)C. The product is [Br:12][C:13]1[CH:18]=[CH:17][C:16]([CH:27]=[O:28])=[C:15]([O:20][C:21]([F:24])([F:23])[F:22])[CH:14]=1. The yield is 0.870. (4) The catalyst is C(O)C. The reactants are [F:1][C:2]1[CH:7]=[CH:6][CH:5]=[CH:4][C:3]=1[C:8]1[N:9]=[C:10]([CH2:22][N:23](C)[C:24](=O)OC(C)(C)C)[S:11][C:12]=1[S:13]([C:16]1[CH:21]=[CH:20][CH:19]=[CH:18][CH:17]=1)(=[O:15])=[O:14].C(OCC)(=O)C.[ClH:38]. The yield is 0.660. The product is [ClH:38].[F:1][C:2]1[CH:7]=[CH:6][CH:5]=[CH:4][C:3]=1[C:8]1[N:9]=[C:10]([CH2:22][NH:23][CH3:24])[S:11][C:12]=1[S:13]([C:16]1[CH:17]=[CH:18][CH:19]=[CH:20][CH:21]=1)(=[O:15])=[O:14].